This data is from Forward reaction prediction with 1.9M reactions from USPTO patents (1976-2016). The task is: Predict the product of the given reaction. (1) Given the reactants [Cl:1][C:2]1[CH:3]=[N:4][C:5]2[N:6]([N:8]=[C:9]([C:11]([OH:13])=O)[CH:10]=2)[CH:7]=1.[CH3:14][CH:15]1[NH:20][CH2:19][CH2:18][N:17]2[CH:21]=[CH:22][N:23]=[C:16]12, predict the reaction product. The product is: [Cl:1][C:2]1[CH:3]=[N:4][C:5]2[N:6]([N:8]=[C:9]([C:11]([N:20]3[CH2:19][CH2:18][N:17]4[CH:21]=[CH:22][N:23]=[C:16]4[CH:15]3[CH3:14])=[O:13])[CH:10]=2)[CH:7]=1. (2) The product is: [CH3:1][N:2]([CH3:16])[CH2:3][CH2:4][CH2:5][O:6][C:7]1[CH:15]=[CH:14][C:10]([C:11]([Cl:20])=[O:12])=[CH:9][CH:8]=1. Given the reactants [CH3:1][N:2]([CH3:16])[CH2:3][CH2:4][CH2:5][O:6][C:7]1[CH:15]=[CH:14][C:10]([C:11](O)=[O:12])=[CH:9][CH:8]=1.C(Cl)(=O)C([Cl:20])=O, predict the reaction product. (3) Given the reactants [Si]([O:8][C@H:9]([C:43]1[CH:52]=[CH:51][C:50]([OH:53])=[C:49]2[C:44]=1[CH:45]=[CH:46][C:47](=[O:54])[NH:48]2)[CH2:10][NH:11][CH2:12][CH2:13][CH2:14][CH2:15][CH2:16][CH2:17][CH2:18][CH2:19][CH2:20][N:21]1[CH2:26][CH2:25][CH:24]([O:27][C:28](=[O:42])[NH:29][C:30]2[CH:35]=[CH:34][CH:33]=[CH:32][C:31]=2[C:36]2[CH:41]=[CH:40][CH:39]=[CH:38][CH:37]=2)[CH2:23][CH2:22]1)(C(C)(C)C)(C)C.[F-].C([N+](CCCC)(CCCC)CCCC)CCC.[C:73]1([S:87]([OH:90])(=[O:89])=[O:88])[C:82]2[CH:81]=[CH:80][CH:79]=[C:78]([S:83]([OH:86])(=[O:85])=[O:84])[C:77]=2[CH:76]=[CH:75][CH:74]=1, predict the reaction product. The product is: [C:73]1([S:87]([OH:90])(=[O:89])=[O:88])[C:82]2[CH:81]=[CH:80][CH:79]=[C:78]([S:83]([OH:86])(=[O:85])=[O:84])[C:77]=2[CH:76]=[CH:75][CH:74]=1.[OH:8][C@H:9]([C:43]1[CH:52]=[CH:51][C:50]([OH:53])=[C:49]2[C:44]=1[CH:45]=[CH:46][C:47](=[O:54])[NH:48]2)[CH2:10][NH:11][CH2:12][CH2:13][CH2:14][CH2:15][CH2:16][CH2:17][CH2:18][CH2:19][CH2:20][N:21]1[CH2:22][CH2:23][CH:24]([O:27][C:28](=[O:42])[NH:29][C:30]2[CH:35]=[CH:34][CH:33]=[CH:32][C:31]=2[C:36]2[CH:37]=[CH:38][CH:39]=[CH:40][CH:41]=2)[CH2:25][CH2:26]1. (4) The product is: [Br:1][C:2]1[CH:7]=[CH:6][C:5]([C:8]([OH:10])=[O:16])=[CH:4][C:3]=1[F:9]. Given the reactants [Br:1][C:2]1[CH:7]=[CH:6][C:5]([CH3:8])=[CH:4][C:3]=1[F:9].[O-:10][Mn](=O)(=O)=O.[K+].[OH2:16], predict the reaction product. (5) Given the reactants [OH:1][CH:2]([CH3:11])[C:3]([C:5]1[CH:10]=[CH:9][CH:8]=[CH:7][CH:6]=1)=O.[O-:12][C:13]#[N:14].[K+].C(O)(=O)C.O, predict the reaction product. The product is: [CH3:11][C:2]1[O:1][C:13](=[O:12])[NH:14][C:3]=1[C:5]1[CH:10]=[CH:9][CH:8]=[CH:7][CH:6]=1. (6) Given the reactants [CH3:1][NH:2][CH2:3][CH2:4][CH:5]([O:11][C:12]1[C:21]2[C:16](=[CH:17][CH:18]=[CH:19][CH:20]=2)[CH:15]=[CH:14][CH:13]=1)[C:6]1[S:7][CH:8]=[CH:9][CH:10]=1.[C:22]([OH:32])(=[O:31])[CH:23]([C:25]1[CH:30]=[CH:29][CH:28]=[CH:27][CH:26]=1)[OH:24], predict the reaction product. The product is: [C:22]([OH:32])(=[O:31])[CH:23]([C:25]1[CH:30]=[CH:29][CH:28]=[CH:27][CH:26]=1)[OH:24].[CH3:1][NH:2][CH2:3][CH2:4][CH:5]([O:11][C:12]1[C:21]2[C:16](=[CH:17][CH:18]=[CH:19][CH:20]=2)[CH:15]=[CH:14][CH:13]=1)[C:6]1[S:7][CH:8]=[CH:9][CH:10]=1. (7) The product is: [NH2:1][C:2]([C:4]1[C:5]2[N:32]=[C:25]([C:26]3[CH:27]=[CH:28][CH:29]=[CH:30][CH:31]=3)[NH:24][C:6]=2[C:7]([O:8][C@H:9]2[CH2:14][CH2:13][CH2:12][N:11]([C:15]([O:17][C:18]([CH3:21])([CH3:20])[CH3:19])=[O:16])[CH2:10]2)=[CH:22][CH:23]=1)=[O:3]. Given the reactants [NH2:1][C:2]([C:4]1[CH:23]=[CH:22][C:7]([O:8][C@H:9]2[CH2:14][CH2:13][CH2:12][N:11]([C:15]([O:17][C:18]([CH3:21])([CH3:20])[CH3:19])=[O:16])[CH2:10]2)=[C:6]([NH:24][C:25](=[NH:32])[C:26]2[CH:31]=[CH:30][CH:29]=[CH:28][CH:27]=2)[CH:5]=1)=[O:3].Cl[O-].[Na+].C(=O)([O-])[O-].[Na+].[Na+], predict the reaction product.